Dataset: NCI-60 drug combinations with 297,098 pairs across 59 cell lines. Task: Regression. Given two drug SMILES strings and cell line genomic features, predict the synergy score measuring deviation from expected non-interaction effect. (1) Drug 1: CC1=C2C(C(=O)C3(C(CC4C(C3C(C(C2(C)C)(CC1OC(=O)C(C(C5=CC=CC=C5)NC(=O)OC(C)(C)C)O)O)OC(=O)C6=CC=CC=C6)(CO4)OC(=O)C)OC)C)OC. Drug 2: C1CCC(C1)C(CC#N)N2C=C(C=N2)C3=C4C=CNC4=NC=N3. Cell line: HCT-15. Synergy scores: CSS=73.0, Synergy_ZIP=12.6, Synergy_Bliss=13.6, Synergy_Loewe=-50.9, Synergy_HSA=12.9. (2) Drug 1: CN(C)C1=NC(=NC(=N1)N(C)C)N(C)C. Drug 2: CC1C(C(CC(O1)OC2CC(CC3=C2C(=C4C(=C3O)C(=O)C5=CC=CC=C5C4=O)O)(C(=O)C)O)N)O. Cell line: MDA-MB-231. Synergy scores: CSS=36.3, Synergy_ZIP=-7.70, Synergy_Bliss=-4.48, Synergy_Loewe=-36.0, Synergy_HSA=-1.52.